From a dataset of Catalyst prediction with 721,799 reactions and 888 catalyst types from USPTO. Predict which catalyst facilitates the given reaction. (1) Reactant: C[O:2][C:3]([C:5]1[CH:6]=[CH:7][C:8]2[O:17][CH2:16][CH2:15][C:14]3[N:10]([N:11]=[C:12]([C:18]4[N:19]([CH2:23][C:24]([F:27])([F:26])[F:25])[N:20]=[CH:21][N:22]=4)[CH:13]=3)[C:9]=2[CH:28]=1)=O.CC(C[AlH]CC(C)C)C.C(C(C(C([O-])=O)O)O)([O-])=O.[K+].[Na+]. Product: [F:26][C:24]([F:25])([F:27])[CH2:23][N:19]1[C:18]([C:12]2[CH:13]=[C:14]3[N:10]([N:11]=2)[C:9]2[CH:28]=[C:5]([CH2:3][OH:2])[CH:6]=[CH:7][C:8]=2[O:17][CH2:16][CH2:15]3)=[N:22][CH:21]=[N:20]1. The catalyst class is: 36. (2) Reactant: [NH2:1][C:2]1[CH:7]=[CH:6][C:5]([Br:8])=[CH:4][C:3]=1[C:9]([C:11]1[CH:16]=[CH:15][C:14]([S:17]([CH3:20])(=[O:19])=[O:18])=[CH:13][CH:12]=1)=O.[CH:21]1([C:24](=[O:29])[CH2:25][C:26](=O)[CH3:27])[CH2:23][CH2:22]1.C(O)(C)C. Product: [Br:8][C:5]1[CH:4]=[C:3]2[C:2](=[CH:7][CH:6]=1)[N:1]=[C:26]([CH3:27])[C:25]([C:24]([CH:21]1[CH2:23][CH2:22]1)=[O:29])=[C:9]2[C:11]1[CH:16]=[CH:15][C:14]([S:17]([CH3:20])(=[O:19])=[O:18])=[CH:13][CH:12]=1. The catalyst class is: 644. (3) Reactant: [Cl:1][C:2]1[C:3]([C:40]([F:43])([F:42])[F:41])=[CH:4][C:5]2[N:9]=[C:8]([CH:10]([OH:12])[CH3:11])[N:7]([C:13]3[CH:18]=[CH:17][C:16]([CH2:19][CH2:20][O:21][Si:22]([C:35]([CH3:38])([CH3:37])[CH3:36])([C:29]4[CH:34]=[CH:33][CH:32]=[CH:31][CH:30]=4)[C:23]4[CH:28]=[CH:27][CH:26]=[CH:25][CH:24]=4)=[CH:15][CH:14]=3)[C:6]=2[CH:39]=1.[H-].[Na+].[CH3:46]I.O. Product: [Cl:1][C:2]1[C:3]([C:40]([F:43])([F:41])[F:42])=[CH:4][C:5]2[N:9]=[C:8]([CH:10]([O:12][CH3:46])[CH3:11])[N:7]([C:13]3[CH:14]=[CH:15][C:16]([CH2:19][CH2:20][O:21][Si:22]([C:35]([CH3:36])([CH3:38])[CH3:37])([C:23]4[CH:28]=[CH:27][CH:26]=[CH:25][CH:24]=4)[C:29]4[CH:30]=[CH:31][CH:32]=[CH:33][CH:34]=4)=[CH:17][CH:18]=3)[C:6]=2[CH:39]=1. The catalyst class is: 3. (4) Reactant: [CH3:1][S:2](Cl)(=[O:4])=[O:3].Cl.[CH:7]1[CH:16]=[CH:15][CH:14]=[C:13]2[C:8]=1[C:9]1[N:19]3[CH2:20][CH2:21][CH2:22][NH:23][CH2:24][C:18]3=[N:17][C:10]=1[CH:11]=[N:12]2.C(N(CC)CC)C. Product: [CH3:1][S:2]([N:23]1[CH2:22][CH2:21][CH2:20][N:19]2[C:9]3[C:8]4[C:13](=[CH:14][CH:15]=[CH:16][CH:7]=4)[N:12]=[CH:11][C:10]=3[N:17]=[C:18]2[CH2:24]1)(=[O:4])=[O:3]. The catalyst class is: 3. (5) Reactant: O.[N:2]([CH:5]([C:9]1[N:10]([CH2:23][C:24]2[CH:29]=[CH:28][CH:27]=[CH:26][CH:25]=2)[C:11](=[O:22])[C:12]2[O:17][C:16]3[CH:18]=[CH:19][CH:20]=[CH:21][C:15]=3[C:13]=2[N:14]=1)[CH:6]([CH3:8])[CH3:7])=[N+]=[N-].C1(P(C2C=CC=CC=2)C2C=CC=CC=2)C=CC=CC=1. Product: [NH2:2][CH:5]([C:9]1[N:10]([CH2:23][C:24]2[CH:29]=[CH:28][CH:27]=[CH:26][CH:25]=2)[C:11](=[O:22])[C:12]2[O:17][C:16]3[CH:18]=[CH:19][CH:20]=[CH:21][C:15]=3[C:13]=2[N:14]=1)[CH:6]([CH3:8])[CH3:7]. The catalyst class is: 1.